This data is from CYP2C9 inhibition data for predicting drug metabolism from PubChem BioAssay. The task is: Regression/Classification. Given a drug SMILES string, predict its absorption, distribution, metabolism, or excretion properties. Task type varies by dataset: regression for continuous measurements (e.g., permeability, clearance, half-life) or binary classification for categorical outcomes (e.g., BBB penetration, CYP inhibition). Dataset: cyp2c9_veith. (1) The drug is O=c1c(-c2ccc(F)cc2)nc2cnc(Nc3ccccc3)nc2n1Cc1cccs1. The result is 0 (non-inhibitor). (2) The drug is O=C(O)c1cc(=O)c2c(Cl)cc(Cl)cc2[nH]1. The result is 0 (non-inhibitor). (3) The compound is N#CCCn1c(=O)c(-c2cc(F)cc(F)c2)nc2cnc(N3CCOCC3)nc21. The result is 0 (non-inhibitor). (4) The result is 0 (non-inhibitor). The molecule is CCCc1ncc(C[n+]2ccccc2C)c(N)n1.Cl.[Cl-]. (5) The molecule is C[N+]12CCC(CC1)[C@@H](OC(=O)C(O)(c1ccccc1)c1ccccc1)C2. The result is 0 (non-inhibitor). (6) The compound is O=C(Nc1cccc(F)c1)N1CC[C@@]2(CCCN(C(=O)c3ccco3)C2)C1. The result is 0 (non-inhibitor).